This data is from Forward reaction prediction with 1.9M reactions from USPTO patents (1976-2016). The task is: Predict the product of the given reaction. (1) Given the reactants [CH3:1][O:2][C:3]1[CH:4]=[C:5]([NH:11][C:12]2[C:13]3[CH2:22][O:21][CH2:20][C:14]=3[N:15]=[C:16](SC)[N:17]=2)[CH:6]=[C:7]([O:9][CH3:10])[CH:8]=1.[H][H], predict the reaction product. The product is: [CH3:1][O:2][C:3]1[CH:4]=[C:5]([NH:11][C:12]2[C:13]3[CH2:22][O:21][CH2:20][C:14]=3[N:15]=[CH:16][N:17]=2)[CH:6]=[C:7]([O:9][CH3:10])[CH:8]=1. (2) Given the reactants [Cl:1][C:2]1[CH:7]=[CH:6][C:5]([C:8]2[N:9]=[CH:10][C:11]([OH:14])=[N:12][CH:13]=2)=[CH:4][CH:3]=1.[CH2:15]([O:17][C:18]([C:20]1([CH2:34]I)[CH2:24][CH2:23][N:22]([C:25](=[O:33])[C:26]2[CH:31]=[CH:30][C:29]([Cl:32])=[CH:28][CH:27]=2)[CH2:21]1)=[O:19])[CH3:16], predict the reaction product. The product is: [CH2:15]([O:17][C:18]([C:20]1([CH2:34][O:14][C:11]2[CH:10]=[N:9][C:8]([C:5]3[CH:4]=[CH:3][C:2]([Cl:1])=[CH:7][CH:6]=3)=[CH:13][N:12]=2)[CH2:24][CH2:23][N:22]([C:25](=[O:33])[C:26]2[CH:27]=[CH:28][C:29]([Cl:32])=[CH:30][CH:31]=2)[CH2:21]1)=[O:19])[CH3:16]. (3) Given the reactants [CH2:1]([O:3][C:4]([C:6]1[N:7]([CH2:26][C:27]2[CH:32]=[CH:31][CH:30]=[C:29]([Cl:33])[CH:28]=2)[C:8]2[C:13]([C:14]=1[NH2:15])=[CH:12][CH:11]=[C:10]([C:16]1[CH:21]=[CH:20][C:19]([CH2:22][CH2:23][CH2:24][CH3:25])=[CH:18][CH:17]=1)[CH:9]=2)=[O:5])[CH3:2].[CH:34]([O:37][C:38]1[CH:46]=[CH:45][C:41]([C:42](Cl)=[O:43])=[CH:40][CH:39]=1)([CH3:36])[CH3:35].C(N(CC)CC)C.Cl, predict the reaction product. The product is: [CH2:1]([O:3][C:4]([C:6]1[N:7]([CH2:26][C:27]2[CH:32]=[CH:31][CH:30]=[C:29]([Cl:33])[CH:28]=2)[C:8]2[C:13]([C:14]=1[NH:15][C:42](=[O:43])[C:41]1[CH:40]=[CH:39][C:38]([O:37][CH:34]([CH3:35])[CH3:36])=[CH:46][CH:45]=1)=[CH:12][CH:11]=[C:10]([C:16]1[CH:21]=[CH:20][C:19]([CH2:22][CH2:23][CH2:24][CH3:25])=[CH:18][CH:17]=1)[CH:9]=2)=[O:5])[CH3:2]. (4) Given the reactants [OH:1][C:2]1[C:9]([O:10][CH3:11])=[CH:8][C:5]([CH:6]=[O:7])=[CH:4][C:3]=1[O:12][CH3:13].C([O-])([O-])=O.[Cs+].[Cs+].Br[CH2:21][CH2:22][CH2:23][C:24]1[CH:29]=[CH:28][CH:27]=[CH:26][CH:25]=1.O, predict the reaction product. The product is: [CH3:13][O:12][C:3]1[CH:4]=[C:5]([CH:8]=[C:9]([O:10][CH3:11])[C:2]=1[O:1][CH2:21][CH2:22][CH2:23][C:24]1[CH:29]=[CH:28][CH:27]=[CH:26][CH:25]=1)[CH:6]=[O:7]. (5) Given the reactants Br[C:2]1[CH:3]=[N:4][CH:5]=[CH:6][C:7]=1[CH:8]([OH:13])[CH2:9][CH2:10][CH2:11][CH3:12].[Li]CCCC.[SiH:19](Cl)([CH2:22][CH3:23])[CH2:20][CH3:21], predict the reaction product. The product is: [CH2:9]([CH:8]1[C:7]2[C:2](=[CH:3][N:4]=[CH:5][CH:6]=2)[Si:19]([CH2:22][CH3:23])([CH2:20][CH3:21])[O:13]1)[CH2:10][CH2:11][CH3:12]. (6) The product is: [C:1]([C:5]1[CH:6]=[C:7]([CH:36]=[CH:37][CH:38]=1)[CH2:8][N:9]1[C@@H:17]2[C@H:12]([C@H:13]([CH2:20][C:21]3[CH:26]=[C:25]([F:27])[C:24]([NH:28][C:29](=[O:32])[CH2:30][NH:41][CH2:39][CH3:40])=[C:23]([CH2:33][CH3:34])[CH:22]=3)[CH2:14][S:15](=[O:19])(=[O:18])[CH2:16]2)[O:11][C:10]1=[O:35])([CH3:4])([CH3:3])[CH3:2]. Given the reactants [C:1]([C:5]1[CH:6]=[C:7]([CH:36]=[CH:37][CH:38]=1)[CH2:8][N:9]1[C@@H:17]2[C@H:12]([C@H:13]([CH2:20][C:21]3[CH:26]=[C:25]([F:27])[C:24]([NH:28][C:29](=[O:32])[CH2:30]Cl)=[C:23]([CH2:33][CH3:34])[CH:22]=3)[CH2:14][S:15](=[O:19])(=[O:18])[CH2:16]2)[O:11][C:10]1=[O:35])([CH3:4])([CH3:3])[CH3:2].[CH2:39]([NH2:41])[CH3:40].CCOC(C)=O.CO, predict the reaction product.